From a dataset of Full USPTO retrosynthesis dataset with 1.9M reactions from patents (1976-2016). Predict the reactants needed to synthesize the given product. Given the product [C:8]([C:10]1[CH:11]=[C:12]([C:24]2[CH:25]=[C:26]([CH:31]=[CH:32][N:33]=2)[C:27]([O:29][CH3:30])=[O:28])[CH:13]=[CH:14][C:15]=1[C:1]1[CH:6]=[CH:5][CH:4]=[CH:3][CH:2]=1)#[N:9], predict the reactants needed to synthesize it. The reactants are: [C:1]1(C)[CH:6]=[CH:5][CH:4]=[CH:3][CH:2]=1.[C:8]([C:10]1[CH:11]=[C:12]([C:24]2[CH:25]=[C:26]([CH:31]=[CH:32][N:33]=2)[C:27]([O:29][CH3:30])=[O:28])[CH:13]=[CH:14][C:15]=1OS(C(F)(F)F)(=O)=O)#[N:9].C1(B(O)O)C=CC=CC=1.C(=O)([O-])[O-].[K+].[K+].